This data is from Forward reaction prediction with 1.9M reactions from USPTO patents (1976-2016). The task is: Predict the product of the given reaction. Given the reactants [CH:1]1([C:4]2[C:5]([N:25]([S:33]([CH3:36])(=[O:35])=[O:34])[CH2:26][CH2:27][CH2:28]/[C:29](=[N:31]/[OH:32])/[NH2:30])=[CH:6][C:7]3[O:11][C:10]([C:12]4[CH:17]=[CH:16][C:15]([F:18])=[CH:14][CH:13]=4)=[C:9]([C:19]4[NH:20][CH:21]=[CH:22][N:23]=4)[C:8]=3[CH:24]=2)[CH2:3][CH2:2]1.[C:37](N1C=CN=C1)(N1C=CN=C1)=[S:38].N12CCCN=C1CCCCC2.Cl, predict the reaction product. The product is: [CH:1]1([C:4]2[C:5]([N:25]([CH2:26][CH2:27][CH2:28][C:29]3[NH:30][C:37](=[S:38])[O:32][N:31]=3)[S:33]([CH3:36])(=[O:35])=[O:34])=[CH:6][C:7]3[O:11][C:10]([C:12]4[CH:17]=[CH:16][C:15]([F:18])=[CH:14][CH:13]=4)=[C:9]([C:19]4[NH:20][CH:21]=[CH:22][N:23]=4)[C:8]=3[CH:24]=2)[CH2:3][CH2:2]1.